This data is from Full USPTO retrosynthesis dataset with 1.9M reactions from patents (1976-2016). The task is: Predict the reactants needed to synthesize the given product. (1) Given the product [CH2:1]([Si:3]([C:8]#[C:9][C@:10]1([CH2:31][O:32][CH2:33][C:34]2[CH:39]=[CH:38][CH:37]=[CH:36][CH:35]=2)[O:18][C@@H:13]([N:40]2[CH:47]=[CH:46][C:44](=[O:45])[NH:43][C:41]2=[O:42])[C@H:12]([O:19][C:20](=[O:22])[CH3:21])[C@@H:11]1[O:23][CH2:24][C:25]1[CH:26]=[CH:27][CH:28]=[CH:29][CH:30]=1)([CH2:4][CH3:5])[CH2:6][CH3:7])[CH3:2], predict the reactants needed to synthesize it. The reactants are: [CH2:1]([Si:3]([C:8]#[C:9][C@:10]1([CH2:31][O:32][CH2:33][C:34]2[CH:39]=[CH:38][CH:37]=[CH:36][CH:35]=2)[O:18][CH:13](OC(=O)C)[C@H:12]([O:19][C:20](=[O:22])[CH3:21])[C@@H:11]1[O:23][CH2:24][C:25]1[CH:30]=[CH:29][CH:28]=[CH:27][CH:26]=1)([CH2:6][CH3:7])[CH2:4][CH3:5])[CH3:2].[NH:40]1[CH:47]=[CH:46][C:44](=[O:45])[NH:43][C:41]1=[O:42].C/C(/O[Si](C)(C)C)=N\[Si](C)(C)C.FC(F)(F)S(O[Si](C)(C)C)(=O)=O.C(=O)([O-])O.[Na+]. (2) Given the product [C:9]([C:11]1[N:12]=[C:13]([CH:16]([CH2:22][C:23]2[CH:28]=[CH:27][C:26]([O:29][CH2:30][CH2:31][C:32]3[CH:37]=[CH:36][CH:35]=[C:34]([NH:38][CH3:39])[N:33]=3)=[CH:25][CH:24]=2)[CH2:17][C:18]([O:20][CH3:21])=[O:19])[O:14][CH:15]=1)([OH:10])=[O:8], predict the reactants needed to synthesize it. The reactants are: C([O:8][C:9]([C:11]1[N:12]=[C:13]([CH:16]([CH2:22][C:23]2[CH:28]=[CH:27][C:26]([O:29][CH2:30][CH2:31][C:32]3[CH:37]=[CH:36][CH:35]=[C:34]([NH:38][CH3:39])[N:33]=3)=[CH:25][CH:24]=2)[CH2:17][C:18]([O:20][CH3:21])=[O:19])[O:14][CH:15]=1)=[O:10])C1C=CC=CC=1.